From a dataset of Full USPTO retrosynthesis dataset with 1.9M reactions from patents (1976-2016). Predict the reactants needed to synthesize the given product. (1) The reactants are: [F:1][C:2]1[C:7]([F:8])=[CH:6][CH:5]=[CH:4][C:3]=1[C:9]1([OH:13])[CH2:12][NH:11][CH2:10]1.Br[CH2:15][CH2:16][CH2:17][CH3:18].C(=O)([O-])[O-].[K+].[K+]. Given the product [CH2:15]([N:11]1[CH2:12][C:9]([C:3]2[CH:4]=[CH:5][CH:6]=[C:7]([F:8])[C:2]=2[F:1])([OH:13])[CH2:10]1)[CH2:16][CH2:17][CH3:18], predict the reactants needed to synthesize it. (2) Given the product [CH3:1][O:2][C:3](=[O:37])[C:4]1[CH:9]=[CH:8][CH:7]=[C:6]([CH2:10][N:11]([CH:12]2[CH2:16][CH2:15][CH2:14][CH2:13]2)[C:17]2[CH:22]=[CH:21][N:20]=[C:19]([C:23]3[CH:28]=[CH:27][C:26]([OH:29])=[CH:25][CH:24]=3)[N:18]=2)[CH:5]=1, predict the reactants needed to synthesize it. The reactants are: [CH3:1][O:2][C:3](=[O:37])[C:4]1[CH:9]=[CH:8][CH:7]=[C:6]([CH2:10][N:11]([C:17]2[CH:22]=[CH:21][N:20]=[C:19]([C:23]3[CH:28]=[CH:27][C:26]([O:29]CC4C=CC=CC=4)=[CH:25][CH:24]=3)[N:18]=2)[CH:12]2[CH2:16][CH2:15][CH2:14][CH2:13]2)[CH:5]=1. (3) The reactants are: [O:1]1[CH2:6][CH2:5][CH:4]([OH:7])[CH2:3][CH2:2]1.F[C:9]1[C:14]([I:15])=[CH:13][CH:12]=[CH:11][N:10]=1. Given the product [I:15][C:14]1[C:9]([O:7][CH:4]2[CH2:5][CH2:6][O:1][CH2:2][CH2:3]2)=[N:10][CH:11]=[CH:12][CH:13]=1, predict the reactants needed to synthesize it. (4) Given the product [NH2:25][C:21]1[CH:20]=[C:19]([C:17]([C:13]2[CH:14]=[C:15]3[C:10](=[CH:11][CH:12]=2)[N:9]=[CH:8][C:7]([N:4]2[CH2:3][CH2:2][O:1][CH2:6][CH2:5]2)=[N:16]3)=[O:18])[CH:24]=[CH:23][CH:22]=1, predict the reactants needed to synthesize it. The reactants are: [O:1]1[CH2:6][CH2:5][N:4]([C:7]2[CH:8]=[N:9][C:10]3[C:15]([N:16]=2)=[CH:14][C:13]([C:17]([C:19]2[CH:20]=[C:21]([NH:25]C(=O)C(C)(C)C)[CH:22]=[CH:23][CH:24]=2)=[O:18])=[CH:12][CH:11]=3)[CH2:3][CH2:2]1.Cl.[OH-].[Na+].